From a dataset of hERG Central: cardiac toxicity at 1µM, 10µM, and general inhibition. Predict hERG channel inhibition at various concentrations. (1) The compound is COc1ccc(OCC(=O)N2CCN(c3nnc(-c4ccccc4)c4ccccc34)CC2)cc1. Results: hERG_inhib (hERG inhibition (general)): blocker. (2) The compound is O=[N+]([O-])c1ccc(/C=N/N2CCN(Cc3ccccc3)CC2)cc1. Results: hERG_inhib (hERG inhibition (general)): blocker. (3) The drug is Cc1ccc(-n2c(=O)c3c4c(sc3n(Cc3cc(=O)n5ccccc5n3)c2=O)CCC4)cc1C. Results: hERG_inhib (hERG inhibition (general)): blocker. (4) The compound is Cc1cccc(COc2coc(CN3CCN(C(=O)c4ccco4)CC3)cc2=O)c1. Results: hERG_inhib (hERG inhibition (general)): blocker. (5) The compound is Cc1ccc(C(CNS(=O)(=O)c2ccc([N+](=O)[O-])cc2)N2CCN(C)CC2)cc1. Results: hERG_inhib (hERG inhibition (general)): blocker. (6) The compound is CCCC(=O)c1ccc(N2CCN(C(=O)c3ccccc3)CC2)c(F)c1. Results: hERG_inhib (hERG inhibition (general)): blocker.